This data is from Full USPTO retrosynthesis dataset with 1.9M reactions from patents (1976-2016). The task is: Predict the reactants needed to synthesize the given product. (1) Given the product [C:8]1([CH3:18])[CH:13]=[CH:12][C:11]([S:14]([O:43][CH2:42][CH2:41][C@@H:39]2[CH2:40][C@H:38]2[C:34]2[CH:35]=[N:36][CH:37]=[C:32]([O:31][CH2:30][C@@H:27]3[CH2:28][CH2:29][N:26]3[C:24]([O:23][C:19]([CH3:22])([CH3:21])[CH3:20])=[O:25])[CH:33]=2)(=[O:16])=[O:15])=[CH:10][CH:9]=1, predict the reactants needed to synthesize it. The reactants are: CCN(CC)CC.[C:8]1([CH3:18])[CH:13]=[CH:12][C:11]([S:14](Cl)(=[O:16])=[O:15])=[CH:10][CH:9]=1.[C:19]([O:23][C:24]([N:26]1[CH2:29][CH2:28][C@H:27]1[CH2:30][O:31][C:32]1[CH:33]=[C:34]([C@@H:38]2[CH2:40][C@H:39]2[CH2:41][CH2:42][OH:43])[CH:35]=[N:36][CH:37]=1)=[O:25])([CH3:22])([CH3:21])[CH3:20]. (2) The reactants are: [CH3:1][O:2][C:3](=[O:26])[C:4]1[CH:9]=[C:8](OS(C(F)(F)F)(=O)=O)[CH:7]=[C:6]([O:18][CH2:19][C:20]2[CH:25]=[CH:24][CH:23]=[CH:22][CH:21]=2)[CH:5]=1.[Cl-].[Li+].[Br-].[CH2:30]([Zn+])[CH:31]([CH3:33])[CH3:32]. Given the product [CH3:1][O:2][C:3](=[O:26])[C:4]1[CH:9]=[C:8]([CH2:30][CH:31]([CH3:33])[CH3:32])[CH:7]=[C:6]([O:18][CH2:19][C:20]2[CH:25]=[CH:24][CH:23]=[CH:22][CH:21]=2)[CH:5]=1, predict the reactants needed to synthesize it. (3) Given the product [CH2:18]([C@H:17]1[N:14]([C:11]2[CH:12]=[CH:13][C:8]([C:7]([F:27])([F:26])[F:6])=[CH:9][CH:10]=2)[C:15](=[O:25])[CH2:16]1)[CH3:19], predict the reactants needed to synthesize it. The reactants are: O1CCCC1.[F:6][C:7]([F:27])([F:26])[C:8]1[CH:13]=[CH:12][C:11]([NH:14][C:15](=[O:25])[CH2:16][C@@H:17](OS(C)(=O)=O)[CH2:18][CH3:19])=[CH:10][CH:9]=1.O1CCCC1.C([Mg]Cl)(C)(C)C. (4) Given the product [NH2:20][C:19]1[C:3]2[C:2](=[CH:18][CH:17]=[CH:16][C:4]=2[O:5][CH2:6][C:7]([CH3:15])([CH3:14])[C:8](=[O:9])[NH:10][CH2:11][CH2:12][CH3:13])[N:1]=[C:23]([CH3:25])[C:22]=1[C:21]([O:27][CH2:28][CH3:29])=[O:26], predict the reactants needed to synthesize it. The reactants are: [NH2:1][C:2]1[C:3]([C:19]#[N:20])=[C:4]([CH:16]=[CH:17][CH:18]=1)[O:5][CH2:6][C:7]([CH3:15])([CH3:14])[C:8]([NH:10][CH2:11][CH2:12][CH3:13])=[O:9].[C:21]([O:27][CH2:28][CH3:29])(=[O:26])[CH2:22][C:23]([CH3:25])=O.Cl[Sn](Cl)(Cl)Cl. (5) Given the product [CH:8]1([CH2:7][C@@H:6]2[NH:5][C:3](=[O:4])[CH2:2][O:15][CH2:14]2)[CH2:13][CH2:12][CH2:11][CH2:10][CH2:9]1, predict the reactants needed to synthesize it. The reactants are: Cl[CH2:2][C:3]([NH:5][C@H:6]([CH2:14][OH:15])[CH2:7][CH:8]1[CH2:13][CH2:12][CH2:11][CH2:10][CH2:9]1)=[O:4].CC(C)([O-])C.[K+].Cl. (6) Given the product [F:1][C:2]1[CH:12]=[CH:11][CH:10]=[CH:9][C:3]=1[CH:4]=[CH:5][C:6]([NH:28][C@H:26]([C:22]1[CH:23]=[CH:24][CH:25]=[C:20]([O:19][C:14]2[N:13]=[CH:18][CH:17]=[CH:16][N:15]=2)[CH:21]=1)[CH3:27])=[O:8], predict the reactants needed to synthesize it. The reactants are: [F:1][C:2]1[CH:12]=[CH:11][CH:10]=[CH:9][C:3]=1[CH:4]=[CH:5][C:6]([OH:8])=O.[N:13]1[CH:18]=[CH:17][CH:16]=[N:15][C:14]=1[O:19][C:20]1[CH:21]=[C:22]([C@@H:26]([NH2:28])[CH3:27])[CH:23]=[CH:24][CH:25]=1.